Dataset: Forward reaction prediction with 1.9M reactions from USPTO patents (1976-2016). Task: Predict the product of the given reaction. (1) Given the reactants Cl[C:2]1[CH:10]=[CH:9][C:8]([O:11][CH3:12])=[C:7]2[C:3]=1[C:4]1[CH:16]=[CH:15][CH:14]=[N:13][C:5]=1[NH:6]2.[CH2:17]([S:19]([C:22]1[CH:23]=[C:24](B(O)O)[CH:25]=[CH:26][CH:27]=1)(=[O:21])=[O:20])[CH3:18].[CH:31]1(P(C2CCCCC2)C2CCCCC2)CCCCC1.C([O-])([O-])=O.[Cs+].[Cs+], predict the reaction product. The product is: [CH2:17]([S:19]([C:22]1[CH:23]=[C:24]([C:14]2[C:15]([CH3:31])=[CH:16][C:4]3[C:3]4[C:7](=[C:8]([O:11][CH3:12])[CH:9]=[CH:10][CH:2]=4)[NH:6][C:5]=3[N:13]=2)[CH:25]=[CH:26][CH:27]=1)(=[O:21])=[O:20])[CH3:18]. (2) Given the reactants CO[CH:3]1[O:9][C@H:8]([CH2:10][Cl:11])[C@@H:6]([OH:7])[C@H:4]1[OH:5].[C:12]([O-:15])(=[O:14])[CH3:13].[Na+].[C:17](OC(=O)C)(=[O:19])[CH3:18].[CH2:24]([O:28]CCCC)[CH2:25]CC.N1C=CC=CC=1.S(=O)(=O)(O)O.C(=O)(O)[O-].[Na+], predict the reaction product. The product is: [C:12]([O:15][CH:3]1[O:9][C@H:8]([CH2:10][Cl:11])[C@@H:6]([O:7][C:24](=[O:28])[CH3:25])[C@H:4]1[O:5][C:17](=[O:19])[CH3:18])(=[O:14])[CH3:13]. (3) Given the reactants ClC(OCC)=O.[Cl:7][C:8]1[CH:16]=[CH:15][CH:14]=[C:13]2[C:9]=1[C:10]([C:23]([OH:25])=O)=[CH:11][N:12]2[C:17]1[N:22]=[CH:21][CH:20]=[CH:19][N:18]=1.CCN(C(C)C)C(C)C.[N-:35]=[N+:36]=[N-:37].[Na+], predict the reaction product. The product is: [Cl:7][C:8]1[CH:16]=[CH:15][CH:14]=[C:13]2[C:9]=1[C:10]([C:23]([N:35]=[N+:36]=[N-:37])=[O:25])=[CH:11][N:12]2[C:17]1[N:22]=[CH:21][CH:20]=[CH:19][N:18]=1. (4) Given the reactants C[O:2][C:3]([CH2:5][N:6]1[C:21](=[O:22])[C@@H:20]2[C@@H:9]([C@H:10]3[O:23][C@H:19]2[C@H:12]2[O:13][C:14]([CH3:18])([O:16][CH3:17])[O:15][C@H:11]32)[C:7]1=[O:8])=[O:4], predict the reaction product. The product is: [C:3]([CH2:5][N:6]1[C:7](=[O:8])[C@@H:9]2[C@@H:20]([C@H:19]3[O:23][C@H:10]2[C@H:11]2[O:15][C:14]([CH3:18])([O:16][CH3:17])[O:13][C@H:12]32)[C:21]1=[O:22])([OH:4])=[O:2]. (5) Given the reactants [CH2:1]([O:3][C:4]([C:6]1([C:9]2[CH:14]=[CH:13][C:12]([C:15]3[CH:20]=[CH:19][C:18]([C:21]4[O:25][N:24]=[C:23]([CH3:26])[C:22]=4[NH2:27])=[CH:17][CH:16]=3)=[CH:11][CH:10]=2)[CH2:8][CH2:7]1)=[O:5])[CH3:2].Br[C:29]1[CH:30]=[N:31][CH:32]=[C:33]([C:35]2[CH:40]=[CH:39][CH:38]=[C:37]([F:41])[CH:36]=2)[CH:34]=1, predict the reaction product. The product is: [CH2:1]([O:3][C:4]([C:6]1([C:9]2[CH:10]=[CH:11][C:12]([C:15]3[CH:20]=[CH:19][C:18]([C:21]4[O:25][N:24]=[C:23]([CH3:26])[C:22]=4[NH:27][C:29]4[CH:30]=[N:31][CH:32]=[C:33]([C:35]5[CH:40]=[CH:39][CH:38]=[C:37]([F:41])[CH:36]=5)[CH:34]=4)=[CH:17][CH:16]=3)=[CH:13][CH:14]=2)[CH2:8][CH2:7]1)=[O:5])[CH3:2].